Dataset: Full USPTO retrosynthesis dataset with 1.9M reactions from patents (1976-2016). Task: Predict the reactants needed to synthesize the given product. (1) Given the product [CH3:1][C:2]([C:8]1[CH:13]=[CH:12][CH:11]=[CH:10][CH:9]=1)([CH2:6][CH3:7])[C:3]([N:27]=[N+:28]=[N-:29])=[O:4], predict the reactants needed to synthesize it. The reactants are: [CH3:1][C:2]([C:8]1[CH:13]=[CH:12][CH:11]=[CH:10][CH:9]=1)([CH2:6][CH3:7])[C:3](O)=[O:4].C(N(CC)CC)C.ClC(OCC)=O.[N-:27]=[N+:28]=[N-:29].[Na+]. (2) Given the product [CH3:32][CH:31]([CH3:33])[CH2:30][N:12]([C:10]([C:2]1[N:3]([CH2:35][CH2:36][C:37]2[CH:42]=[CH:41][CH:40]=[CH:39][CH:38]=2)[C:4]2[CH:9]=[CH:8][CH:7]=[CH:6][C:5]=2[N:1]=1)=[O:11])[C@@H:13]1[CH2:18][N:17]([C:19]([O:21][C:22]([CH3:23])([CH3:24])[CH3:25])=[O:20])[CH2:16][C@H:15]([C:26]([O:28][CH3:29])=[O:27])[CH2:14]1, predict the reactants needed to synthesize it. The reactants are: [NH:1]1[C:5]2[CH:6]=[CH:7][CH:8]=[CH:9][C:4]=2[N:3]=[C:2]1[C:10]([N:12]([CH2:30][CH:31]([CH3:33])[CH3:32])[C@@H:13]1[CH2:18][N:17]([C:19]([O:21][C:22]([CH3:25])([CH3:24])[CH3:23])=[O:20])[CH2:16][C@H:15]([C:26]([O:28][CH3:29])=[O:27])[CH2:14]1)=[O:11].Br[CH2:35][CH2:36][C:37]1[CH:42]=[CH:41][CH:40]=[CH:39][CH:38]=1.C(=O)([O-])[O-].[Cs+].[Cs+]. (3) Given the product [CH3:1][C:2]1[CH:7]=[CH:6][CH:5]=[CH:4][C:3]=1[C:8]1[CH:13]=[CH:12][C:11]([CH2:14][NH:26][C@@H:16]2[C:25]3[C:20](=[CH:21][CH:22]=[CH:23][CH:24]=3)[CH2:19][CH2:18][CH2:17]2)=[CH:10][CH:9]=1, predict the reactants needed to synthesize it. The reactants are: [CH3:1][C:2]1[CH:7]=[CH:6][CH:5]=[CH:4][C:3]=1[C:8]1[CH:13]=[CH:12][C:11]([CH:14]=O)=[CH:10][CH:9]=1.[C@@H:16]1([NH2:26])[C:25]2[C:20](=[CH:21][CH:22]=[CH:23][CH:24]=2)[CH2:19][CH2:18][CH2:17]1. (4) The reactants are: CS([C:5]1[N:10]=[C:9]([C:11]2[CH:12]=[N:13][CH:14]=[CH:15][CH:16]=2)[C:8]([CH3:17])=[CH:7][N:6]=1)(=O)=O.[O:18]1CCOCC1. Given the product [CH3:17][C:8]1[C:9]([C:11]2[CH:12]=[N:13][CH:14]=[CH:15][CH:16]=2)=[N:10][C:5](=[O:18])[NH:6][CH:7]=1, predict the reactants needed to synthesize it. (5) Given the product [C:33]1([CH:31]([CH3:32])[CH2:30]/[CH:29]=[CH:1]\[C:3]2[N:4]=[C:5]([CH:8]3[CH2:13][CH2:12][N:11]([C:14]([O:16][C:17]([CH3:20])([CH3:19])[CH3:18])=[O:15])[CH2:10][CH2:9]3)[S:6][CH:7]=2)[CH:38]=[CH:37][CH:36]=[CH:35][CH:34]=1, predict the reactants needed to synthesize it. The reactants are: [CH:1]([C:3]1[N:4]=[C:5]([CH:8]2[CH2:13][CH2:12][N:11]([C:14]([O:16][C:17]([CH3:20])([CH3:19])[CH3:18])=[O:15])[CH2:10][CH2:9]2)[S:6][CH:7]=1)=O.[I-].C1([P+](C2C=CC=CC=2)(C2C=CC=CC=2)[CH2:29][CH2:30][CH:31]([C:33]2[CH:38]=[CH:37][CH:36]=[CH:35][CH:34]=2)[CH3:32])C=CC=CC=1. (6) Given the product [C:16]([C:20]1[CH:28]=[C:24]([CH:23]=[C:22]([C:29]([N:11]2[CH2:10][CH2:9][CH:8]([O:7][C:6]3[CH:14]=[CH:15][C:3]([Cl:2])=[CH:4][CH:5]=3)[CH2:13][CH2:12]2)=[O:30])[CH:21]=1)[C:25]([OH:27])=[O:26])([CH3:19])([CH3:17])[CH3:18], predict the reactants needed to synthesize it. The reactants are: Cl.[Cl:2][C:3]1[CH:15]=[CH:14][C:6]([O:7][CH:8]2[CH2:13][CH2:12][NH:11][CH2:10][CH2:9]2)=[CH:5][CH:4]=1.[C:16]([C:20]1[CH:21]=[C:22]([C:29](O)=[O:30])[CH:23]=[C:24]([CH:28]=1)[C:25]([OH:27])=[O:26])([CH3:19])([CH3:18])[CH3:17].C(N(CC)C(C)C)(C)C.CN(C(ON1N=NC2C=CC=CC1=2)=[N+](C)C)C.F[P-](F)(F)(F)(F)F. (7) Given the product [Si:14]([O:21][C:22]1[CH2:28][CH2:9][C:8]([C:3]2[C:2]([Cl:1])=[CH:7][CH:6]=[CH:5][N:4]=2)([C:10]([F:11])([F:13])[F:12])[CH:24]([N:25]([CH3:27])[CH3:26])[CH:23]=1)([C:17]([CH3:20])([CH3:19])[CH3:18])([CH3:16])[CH3:15], predict the reactants needed to synthesize it. The reactants are: [Cl:1][C:2]1[C:3]([C:8]([C:10]([F:13])([F:12])[F:11])=[CH2:9])=[N:4][CH:5]=[CH:6][CH:7]=1.[Si:14]([O:21][C:22](=[CH2:28])/[CH:23]=[CH:24]/[N:25]([CH3:27])[CH3:26])([C:17]([CH3:20])([CH3:19])[CH3:18])([CH3:16])[CH3:15].